From a dataset of Forward reaction prediction with 1.9M reactions from USPTO patents (1976-2016). Predict the product of the given reaction. Given the reactants [CH2:1]([O:3][C:4](=[O:19])[C:5]1[CH:10]=[CH:9][C:8]([N:11]=[CH:12][C:13]2[CH:14]=[N:15][CH:16]=[CH:17][CH:18]=2)=[CH:7][CH:6]=1)[CH3:2].O.[O-]S(C(F)(F)F)(=O)=O.[Yb+3].[O-]S(C(F)(F)F)(=O)=O.[O-]S(C(F)(F)F)(=O)=O.[CH:46](=[O:50])[CH:47]([CH3:49])[CH3:48].O, predict the reaction product. The product is: [CH2:1]([O:3][C:4]([C:5]1[CH:10]=[C:9]2[C:8](=[CH:7][CH:6]=1)[NH:11][CH:12]([C:13]1[CH:14]=[N:15][CH:16]=[CH:17][CH:18]=1)[C:47]([CH3:49])([CH3:48])[CH:46]2[OH:50])=[O:19])[CH3:2].